From a dataset of Reaction yield outcomes from USPTO patents with 853,638 reactions. Predict the reaction yield, written as a fraction of the theoretical maximum amount of product (1.0 means a 100% yield; for example, 0.34 means a 34% yield). (1) The catalyst is CC(O)C. The reactants are Cl.[CH2:2]([O:9][C:10]1[CH:19]=[C:18]2[C:13]([C:14]([Cl:20])=[N:15][CH:16]=[N:17]2)=[CH:12][C:11]=1[O:21][CH3:22])[C:3]1[CH:8]=[CH:7][CH:6]=[CH:5][CH:4]=1.[Br:23][C:24]1[CH:30]=[CH:29][C:27]([NH2:28])=[C:26]([F:31])[CH:25]=1. The yield is 0.780. The product is [ClH:20].[CH2:2]([O:9][C:10]1[CH:19]=[C:18]2[C:13]([C:14]([NH:28][C:27]3[CH:29]=[CH:30][C:24]([Br:23])=[CH:25][C:26]=3[F:31])=[N:15][CH:16]=[N:17]2)=[CH:12][C:11]=1[O:21][CH3:22])[C:3]1[CH:8]=[CH:7][CH:6]=[CH:5][CH:4]=1. (2) The reactants are [CH3:1][C:2]1[C:7]([CH3:8])=[CH:6][C:5]([CH3:9])=[C:4]([CH3:10])[C:3]=1[OH:11].[Br:12]Br. The catalyst is C(O)(=O)C. The product is [Br:12][C:6]1[C:5]([CH3:9])=[C:4]([CH3:10])[C:3]([OH:11])=[C:2]([CH3:1])[C:7]=1[CH3:8]. The yield is 0.660.